Dataset: Full USPTO retrosynthesis dataset with 1.9M reactions from patents (1976-2016). Task: Predict the reactants needed to synthesize the given product. (1) Given the product [Cl:31][C:26]1[CH:27]=[CH:28][CH:29]=[CH:30][C:25]=1[CH2:24][N:16]1[C:17]2[CH:22]=[CH:21][C:20]([F:23])=[CH:19][C:18]=2[N:14]([CH:11]2[CH2:10][CH2:9][NH:8][CH2:13][CH2:12]2)[C:15]1=[NH:32], predict the reactants needed to synthesize it. The reactants are: C(OC([N:8]1[CH2:13][CH2:12][CH:11]([N:14]2[C:18]3[CH:19]=[C:20]([F:23])[CH:21]=[CH:22][C:17]=3[N:16]([CH2:24][C:25]3[CH:30]=[CH:29][CH:28]=[CH:27][C:26]=3[Cl:31])[C:15]2=[NH:32])[CH2:10][CH2:9]1)=O)(C)(C)C.C(O)(C(F)(F)F)=O.O. (2) The reactants are: [CH2:1]([NH:3][C:4]([C:6]1[CH:11]=[CH:10][C:9]([N:12]2[C:16]([CH2:17][O:18][C:19]3[CH:24]=[CH:23][CH:22]=[C:21]([F:25])[CH:20]=3)=[C:15]([C:26]([NH:28][CH2:29][CH2:30][OH:31])=[O:27])[N:14]=[N:13]2)=[CH:8][CH:7]=1)=[O:5])[CH3:2].[O:32]1[C:36](=[O:37])[CH2:35][CH2:34][C:33]1=[O:38]. Given the product [CH2:1]([NH:3][C:4]([C:6]1[CH:7]=[CH:8][C:9]([N:12]2[C:16]([CH2:17][O:18][C:19]3[CH:24]=[CH:23][CH:22]=[C:21]([F:25])[CH:20]=3)=[C:15]([C:26]([NH:28][CH2:29][CH2:30][O:31][C:36](=[O:37])[CH2:35][CH2:34][C:33]([OH:38])=[O:32])=[O:27])[N:14]=[N:13]2)=[CH:10][CH:11]=1)=[O:5])[CH3:2], predict the reactants needed to synthesize it. (3) Given the product [C:1]([C:5]1[CH:6]=[C:7]2[C:12](=[C:13]([F:15])[CH:14]=1)[C:11](=[O:16])[N:10]([C:17]1[CH:27]=[CH:26][CH:25]=[C:24]([C:28]3[N:29]=[C:30]([NH:37][C:38]4[CH:43]=[CH:42][C:41]([CH:44]5[CH2:49][CH2:48][N:47]([CH3:50])[CH2:46][CH2:45]5)=[CH:40][CH:39]=4)[C:31]4[N:32]([CH:34]=[CH:35][N:36]=4)[CH:33]=3)[C:18]=1[CH2:19][OH:20])[N:9]=[CH:8]2)([CH3:4])([CH3:2])[CH3:3], predict the reactants needed to synthesize it. The reactants are: [C:1]([C:5]1[CH:6]=[C:7]2[C:12](=[C:13]([F:15])[CH:14]=1)[C:11](=[O:16])[N:10]([C:17]1[CH:27]=[CH:26][CH:25]=[C:24]([C:28]3[N:29]=[C:30]([NH:37][C:38]4[CH:43]=[CH:42][C:41]([CH:44]5[CH2:49][CH2:48][N:47]([CH3:50])[CH2:46][CH2:45]5)=[CH:40][CH:39]=4)[C:31]4[N:32]([CH:34]=[CH:35][N:36]=4)[CH:33]=3)[C:18]=1[CH2:19][O:20]C(=O)C)[N:9]=[CH:8]2)([CH3:4])([CH3:3])[CH3:2].C([O-])([O-])=O.[K+].[K+]. (4) Given the product [Cl:1][C:2]1[C:10]([C:11]#[N:12])=[CH:9][C:8]([OH:13])=[C:7]2[C:3]=1[CH:4]=[CH:5][NH:6]2, predict the reactants needed to synthesize it. The reactants are: [Cl:1][C:2]1[C:10]([C:11]#[N:12])=[CH:9][C:8]([O:13]C)=[C:7]2[C:3]=1[CH:4]=[CH:5][NH:6]2.B(Br)(Br)Br.